Dataset: Reaction yield outcomes from USPTO patents with 853,638 reactions. Task: Predict the reaction yield, written as a fraction of the theoretical maximum amount of product (1.0 means a 100% yield; for example, 0.34 means a 34% yield). (1) The reactants are [CH2:1]([O:8][C:9]1[C:18]2[C:17](=O)[O:16]C(C)(C)[O:14][C:13]=2[CH:12]=[C:11]([O:22][CH3:23])[CH:10]=1)[C:2]1[CH:7]=[CH:6][CH:5]=[CH:4][CH:3]=1.[H-].C([Al+]CC(C)C)C(C)C. The catalyst is ClCCl.C1(C)C=CC=CC=1. The product is [CH2:1]([O:8][C:9]1[CH:10]=[C:11]([O:22][CH3:23])[CH:12]=[C:13]([OH:14])[C:18]=1[CH:17]=[O:16])[C:2]1[CH:7]=[CH:6][CH:5]=[CH:4][CH:3]=1. The yield is 0.730. (2) The reactants are [CH2:1]([N:8]1[CH2:13][CH2:12][CH:11]([NH:14][C:15]([C:17]2[C:25]3[C:20](=[CH:21][CH:22]=[CH:23][CH:24]=3)[NH:19][N:18]=2)=[O:16])[CH2:10][CH2:9]1)[C:2]1[CH:7]=[CH:6][CH:5]=[CH:4][CH:3]=1.[H-].[Na+].[CH:28](Br)([CH3:30])[CH3:29]. The catalyst is CN(C=O)C. The product is [CH2:1]([N:8]1[CH2:13][CH2:12][CH:11]([NH:14][C:15]([C:17]2[C:25]3[C:20](=[CH:21][CH:22]=[CH:23][CH:24]=3)[N:19]([CH:28]([CH3:30])[CH3:29])[N:18]=2)=[O:16])[CH2:10][CH2:9]1)[C:2]1[CH:3]=[CH:4][CH:5]=[CH:6][CH:7]=1. The yield is 0.327. (3) The reactants are [NH2:1][C:2]1[S:6][N:5]=[C:4]([CH3:7])[C:3]=1[C:8]#[N:9].CCN(CC)CC.[C:17](Cl)(=[O:21])[CH2:18][CH2:19][CH3:20]. The catalyst is C(Cl)Cl. The product is [C:8]([C:3]1[C:4]([CH3:7])=[N:5][S:6][C:2]=1[NH:1][C:17](=[O:21])[CH2:18][CH2:19][CH3:20])#[N:9]. The yield is 0.950. (4) The reactants are C(OC([N:8]1[CH2:12][CH2:11][C@H:10]([O:13][C:14]2[C:15]3[CH2:23][N:22]([C:24]4[CH:25]=[N:26][C:27]([O:34][CH3:35])=[C:28]([C:30]([F:33])([F:32])[F:31])[CH:29]=4)[CH2:21][CH2:20][C:16]=3[N:17]=[CH:18][N:19]=2)[CH2:9]1)=O)(C)(C)C.[ClH:36].C(OCC)C. The catalyst is C(Cl)Cl. The product is [ClH:36].[ClH:36].[CH3:35][O:34][C:27]1[N:26]=[CH:25][C:24]([N:22]2[CH2:21][CH2:20][C:16]3[N:17]=[CH:18][N:19]=[C:14]([O:13][C@H:10]4[CH2:11][CH2:12][NH:8][CH2:9]4)[C:15]=3[CH2:23]2)=[CH:29][C:28]=1[C:30]([F:33])([F:31])[F:32]. The yield is 1.28.